Dataset: Forward reaction prediction with 1.9M reactions from USPTO patents (1976-2016). Task: Predict the product of the given reaction. (1) Given the reactants [C:1](=[NH:25])([O:3][CH2:4][CH2:5][C:6]1[CH:11]=[CH:10][C:9]([O:12][C:13]2[CH:18]=[CH:17][C:16]([Cl:19])=[C:15]([O:20][C:21]([F:24])([F:23])[F:22])[CH:14]=2)=[CH:8][CH:7]=1)[NH2:2].[OH:26]/[CH:27]=[C:28](/[CH2:33][C:34]1[CH:35]=[N:36][C:37]([O:40][CH3:41])=[N:38][CH:39]=1)\[C:29](OC)=O.C([O-])([O-])=O.[Cs+].[Cs+], predict the reaction product. The product is: [Cl:19][C:16]1[CH:17]=[CH:18][C:13]([O:12][C:9]2[CH:8]=[CH:7][C:6]([CH2:5][CH2:4][O:3][C:1]3[NH:2][CH:29]=[C:28]([CH2:33][C:34]4[CH:35]=[N:36][C:37]([O:40][CH3:41])=[N:38][CH:39]=4)[C:27](=[O:26])[N:25]=3)=[CH:11][CH:10]=2)=[CH:14][C:15]=1[O:20][C:21]([F:24])([F:22])[F:23]. (2) Given the reactants [Cl:1][C:2]1[CH:3]=[C:4]([NH:15][C:16]2[C:25]3[C:20](=[CH:21][C:22](F)=[C:23]([O:26][CH3:27])[CH:24]=3)[N:19]=[CH:18][C:17]=2[C:29]#[N:30])[CH:5]=[CH:6][C:7]=1[S:8][C:9]1[N:10]([CH3:14])[CH:11]=[CH:12][N:13]=1.[N:31]1([CH:36]2[CH2:41][CH2:40][NH:39][CH2:38][CH2:37]2)[CH2:35][CH2:34][CH2:33][CH2:32]1, predict the reaction product. The product is: [Cl:1][C:2]1[CH:3]=[C:4]([NH:15][C:16]2[C:25]3[C:20](=[CH:21][C:22]([N:39]4[CH2:40][CH2:41][CH:36]([N:31]5[CH2:35][CH2:34][CH2:33][CH2:32]5)[CH2:37][CH2:38]4)=[C:23]([O:26][CH3:27])[CH:24]=3)[N:19]=[CH:18][C:17]=2[C:29]#[N:30])[CH:5]=[CH:6][C:7]=1[S:8][C:9]1[N:10]([CH3:14])[CH:11]=[CH:12][N:13]=1. (3) Given the reactants [CH3:1][C:2](=[CH:4][CH:5]=[C:6]([CH3:8])[CH3:7])[CH3:3].[N+](=[CH:11][C:12]([O:14][C:15]([CH3:18])([CH3:17])[CH3:16])=[O:13])=[N-], predict the reaction product. The product is: [CH3:7][C:6]1([CH3:8])[CH:5]([CH:4]=[C:2]([CH3:3])[CH3:1])[CH:11]1[C:12]([O:14][C:15]([CH3:18])([CH3:17])[CH3:16])=[O:13].